Dataset: Full USPTO retrosynthesis dataset with 1.9M reactions from patents (1976-2016). Task: Predict the reactants needed to synthesize the given product. (1) Given the product [F:26][C:21]1[CH:20]=[C:19]([C@H:16]2[NH:15][C@@H:14]([C:40]([OH:39])([CH3:41])[CH3:5])[CH2:18][CH2:17]2)[CH:24]=[CH:23][C:22]=1[F:25], predict the reactants needed to synthesize it. The reactants are: C[Mg]Br.O1CCC[CH2:5]1.CCOC([C@H:14]1[CH2:18][CH2:17][C@@H:16]([C:19]2[CH:24]=[CH:23][C:22]([F:25])=[C:21]([F:26])[CH:20]=2)[N:15]1C(OC(C)(C)C)=O)=O.[Cl-].[NH4+].C([O:39][CH2:40][CH3:41])(=O)C. (2) Given the product [Cl:1][C:2]1[CH:3]=[CH:4][C:5]2[N:11]3[CH:12]=[CH:13][CH:14]=[C:10]3[C@@H:9]([CH2:15][CH2:16][N:17]3[C:21]([CH3:22])=[C:20]([CH2:23][O:24][C:25]([CH3:30])([CH3:31])[C:26]([OH:28])=[O:27])[N:19]=[N:18]3)[O:8][C@H:7]([C:32]3[CH:37]=[CH:36][CH:35]=[C:34]([O:38][CH3:39])[C:33]=3[O:40][CH3:41])[C:6]=2[CH:42]=1, predict the reactants needed to synthesize it. The reactants are: [Cl:1][C:2]1[CH:3]=[CH:4][C:5]2[N:11]3[CH:12]=[CH:13][CH:14]=[C:10]3[C@@H:9]([CH2:15][CH2:16][N:17]3[C:21]([CH3:22])=[C:20]([CH2:23][O:24][C:25]([CH3:31])([CH3:30])[C:26]([O:28]C)=[O:27])[N:19]=[N:18]3)[O:8][C@H:7]([C:32]3[CH:37]=[CH:36][CH:35]=[C:34]([O:38][CH3:39])[C:33]=3[O:40][CH3:41])[C:6]=2[CH:42]=1.C(=O)([O-])[O-].[K+].[K+]. (3) Given the product [Br:1][C:2]1[CH:7]=[CH:6][C:5]([CH2:8][CH:9]=[O:10])=[CH:4][CH:3]=1, predict the reactants needed to synthesize it. The reactants are: [Br:1][C:2]1[CH:7]=[CH:6][C:5]([CH2:8][C:9](OCC)=[O:10])=[CH:4][CH:3]=1.[H-].C([Al+]CC(C)C)C(C)C. (4) Given the product [CH3:16][CH:17]1[C:23]2=[C:24]3[C:28](=[CH:29][CH:30]=[C:22]2[O:21][CH2:20][CH2:19][N:18]1[C:9]([O:11][C:12]([CH3:13])([CH3:14])[CH3:15])=[O:10])[N:27]([S:31]([C:34]1[CH:35]=[CH:36][CH:37]=[CH:38][CH:39]=1)(=[O:33])=[O:32])[CH:26]=[CH:25]3, predict the reactants needed to synthesize it. The reactants are: [C:9](O[C:9]([O:11][C:12]([CH3:15])([CH3:14])[CH3:13])=[O:10])([O:11][C:12]([CH3:15])([CH3:14])[CH3:13])=[O:10].[CH3:16][CH:17]1[C:23]2=[C:24]3[C:28](=[CH:29][CH:30]=[C:22]2[O:21][CH2:20][CH2:19][NH:18]1)[N:27]([S:31]([C:34]1[CH:39]=[CH:38][CH:37]=[CH:36][CH:35]=1)(=[O:33])=[O:32])[CH:26]=[CH:25]3. (5) Given the product [C:1]12([C:11]3[CH:12]=[C:13]([C:19]4([CH3:32])[C:23]5[CH:24]=[CH:25][C:26]([C:28]([OH:30])=[O:29])=[CH:27][C:22]=5[O:21][CH2:20]4)[CH:14]=[CH:15][C:16]=3[O:17][CH3:18])[CH2:10][CH:5]3[CH2:4][CH:3]([CH2:9][CH:7]([CH2:6]3)[CH2:8]1)[CH2:2]2, predict the reactants needed to synthesize it. The reactants are: [C:1]12([C:11]3[CH:12]=[C:13]([C:19]4([CH3:32])[C:23]5[CH:24]=[CH:25][C:26]([C:28]([O:30]C)=[O:29])=[CH:27][C:22]=5[O:21][CH2:20]4)[CH:14]=[CH:15][C:16]=3[O:17][CH3:18])[CH2:10][CH:5]3[CH2:6][CH:7]([CH2:9][CH:3]([CH2:4]3)[CH2:2]1)[CH2:8]2.[OH-].[Na+].[OH-].[Li+]. (6) Given the product [CH2:1]([O:8][C:9]1[C:10]([O:25][CH3:26])=[CH:11][C:12]([C:13]([O:15][CH2:16][C:17]2[CH:18]=[CH:19][CH:20]=[CH:21][CH:22]=2)=[O:14])=[C:23]([N+:35]([O-:37])=[O:36])[CH:24]=1)[C:2]1[CH:7]=[CH:6][CH:5]=[CH:4][CH:3]=1, predict the reactants needed to synthesize it. The reactants are: [CH2:1]([O:8][C:9]1[CH:24]=[CH:23][C:12]([C:13]([O:15][CH2:16][C:17]2[CH:22]=[CH:21][CH:20]=[CH:19][CH:18]=2)=[O:14])=[CH:11][C:10]=1[O:25][CH3:26])[C:2]1[CH:7]=[CH:6][CH:5]=[CH:4][CH:3]=1.ClCCl.S(=O)(=O)(O)O.[N+:35]([O-])([OH:37])=[O:36].